From a dataset of Forward reaction prediction with 1.9M reactions from USPTO patents (1976-2016). Predict the product of the given reaction. (1) The product is: [CH3:14][O:15][C:16]([C@@:18]12[CH2:24][CH2:23][C@:22]1([CH2:25][F:11])[CH2:21][N:20]([C@@H:27]([C:29]1[CH:34]=[CH:33][CH:32]=[CH:31][CH:30]=1)[CH3:28])[C:19]2=[O:35])=[O:17]. Given the reactants COCCN(S(F)(F)[F:11])CCOC.[CH3:14][O:15][C:16]([C@@:18]12[CH2:24][CH2:23][C@:22]1([CH2:25]O)[CH2:21][N:20]([C@@H:27]([C:29]1[CH:34]=[CH:33][CH:32]=[CH:31][CH:30]=1)[CH3:28])[C:19]2=[O:35])=[O:17].C(=O)(O)[O-].[Na+].C(OCC)(=O)C, predict the reaction product. (2) Given the reactants C([O:3][C:4](=[O:13])[C:5]([C:7]1[S:8][C:9]([Cl:12])=[CH:10][CH:11]=1)=[O:6])C.[OH-].[Na+].Cl, predict the reaction product. The product is: [Cl:12][C:9]1[S:8][C:7]([C:5](=[O:6])[C:4]([OH:13])=[O:3])=[CH:11][CH:10]=1. (3) Given the reactants [Br:1][C:2]1[C:7]([CH3:8])=[CH:6][C:5](I)=[CH:4][C:3]=1[CH3:10].[CH3:11][C:12]([OH:29])([CH3:28])[CH2:13][N:14]1[CH:18]=[C:17](B2OC(C)(C)C(C)(C)O2)[CH:16]=[N:15]1.C([O-])([O-])=O.[Na+].[Na+], predict the reaction product. The product is: [Br:1][C:2]1[C:7]([CH3:8])=[CH:6][C:5]([C:17]2[CH:16]=[N:15][N:14]([CH2:13][C:12]([CH3:28])([OH:29])[CH3:11])[CH:18]=2)=[CH:4][C:3]=1[CH3:10]. (4) Given the reactants [C:1]([O:5][C:6]([NH:8][C:9]([CH2:15][CH3:16])([CH2:13][CH3:14])[C:10](O)=[O:11])=[O:7])([CH3:4])([CH3:3])[CH3:2].[CH3:17][N:18](C(ON1N=NC2C=CC=CC1=2)=[N+](C)C)C.F[P-](F)(F)(F)(F)F.C(N(CC)CC)C.Cl.CN, predict the reaction product. The product is: [CH3:17][NH:18][C:10]([C:9]([NH:8][C:6](=[O:7])[O:5][C:1]([CH3:4])([CH3:3])[CH3:2])([CH2:15][CH3:16])[CH2:13][CH3:14])=[O:11]. (5) Given the reactants C1CCN2C(=NCCC2)CC1.[CH3:12]/[C:13](=[CH:16]\[C:17]1[CH:22]=[CH:21][CH:20]=[CH:19][CH:18]=1)/[CH:14]=[O:15].[N:23]([C:25]1[CH:30]=[CH:29][CH:28]=[CH:27][CH:26]=1)=[O:24], predict the reaction product. The product is: [OH:24][N:23]([C:25]1[CH:30]=[CH:29][CH:28]=[CH:27][CH:26]=1)[C:14](=[O:15])/[C:13](/[CH3:12])=[CH:16]/[C:17]1[CH:22]=[CH:21][CH:20]=[CH:19][CH:18]=1. (6) Given the reactants [CH2:1]([NH:3][CH:4]([CH3:6])[CH3:5])[CH3:2].N1C=CC=CC=1.[Cl:13][C:14](Cl)([O:16]C(=O)OC(Cl)(Cl)Cl)Cl, predict the reaction product. The product is: [CH2:1]([N:3]([CH:4]([CH3:6])[CH3:5])[C:14]([Cl:13])=[O:16])[CH3:2].